The task is: Predict the product of the given reaction.. This data is from Forward reaction prediction with 1.9M reactions from USPTO patents (1976-2016). (1) Given the reactants [Si]([O:8][CH:9]1[CH2:14][N:13]([C:15]([O:17][CH2:18][CH3:19])=[O:16])[CH2:12][CH:11]=[CH:10]1)(C(C)(C)C)(C)C.C1C=C(Cl)C=C(C(OO)=[O:28])C=1, predict the reaction product. The product is: [OH:28][CH:11]1[CH:10]2[CH:9]([O:8]2)[CH2:14][N:13]([C:15]([O:17][CH2:18][CH3:19])=[O:16])[CH2:12]1. (2) Given the reactants [CH3:1][C:2]1([C:7]2[CH:12]=[CH:11][C:10]([N+:13]([O-])=O)=[CH:9][CH:8]=2)[O:6][CH2:5][CH2:4][O:3]1, predict the reaction product. The product is: [CH3:1][C:2]1([C:7]2[CH:12]=[CH:11][C:10]([NH2:13])=[CH:9][CH:8]=2)[O:3][CH2:4][CH2:5][O:6]1. (3) Given the reactants [CH3:1][O:2][C:3]1[CH:24]=[C:23]([O:25][CH3:26])[CH:22]=[CH:21][C:4]=1[C:5]([N:7]1[C:16]2[C:11](=[CH:12][CH:13]=[C:14]([F:17])[CH:15]=2)[NH:10][C:9](=[O:18])[C@H:8]1[CH2:19][CH3:20])=[O:6].[CH2:27]([C@H]1N(C(=O)C2C=CC(OC)=CC=2)C2C(=CC(F)=CC=2)N(C)C1=O)C, predict the reaction product. The product is: [CH3:1][O:2][C:3]1[CH:24]=[C:23]([O:25][CH3:26])[CH:22]=[CH:21][C:4]=1[C:5]([N:7]1[C:16]2[C:11](=[CH:12][CH:13]=[C:14]([F:17])[CH:15]=2)[N:10]([CH3:27])[C:9](=[O:18])[C@H:8]1[CH2:19][CH3:20])=[O:6]. (4) Given the reactants CO[C:3](=[O:24])[C:4]1[CH:9]=[CH:8][C:7]([O:10][CH2:11][C:12]2[C:13]([C:18]3[CH:19]=[N:20][CH:21]=[CH:22][CH:23]=3)=[N:14][O:15][C:16]=2[CH3:17])=[N:6][CH:5]=1.COC(=O)C1C=CC(OCC2C(C3C=CC=C(F)C=3)=NOC=2C)=NC=1.[CH:50]1([NH2:53])[CH2:52][CH2:51]1, predict the reaction product. The product is: [CH:50]1([NH:53][C:3](=[O:24])[C:4]2[CH:9]=[CH:8][C:7]([O:10][CH2:11][C:12]3[C:13]([C:18]4[CH:19]=[N:20][CH:21]=[CH:22][CH:23]=4)=[N:14][O:15][C:16]=3[CH3:17])=[N:6][CH:5]=2)[CH2:52][CH2:51]1. (5) Given the reactants [CH3:1][C:2]1[CH:6]=[C:5]([CH3:7])[NH:4][N:3]=1.[H-].[Na+].[CH3:10][O:11][C:12]1[CH:19]=[CH:18][C:15]([CH2:16]Cl)=[CH:14][CH:13]=1, predict the reaction product. The product is: [CH3:10][O:11][C:12]1[CH:19]=[CH:18][C:15]([CH2:16][N:3]2[C:2]([CH3:1])=[CH:6][C:5]([CH3:7])=[N:4]2)=[CH:14][CH:13]=1. (6) Given the reactants Br[C:2]1[CH:3]=[C:4]2[C:12](=[C:13]([C:15](=[O:17])[NH2:16])[CH:14]=1)[NH:11][C:10]1[CH:9]=[C:8]([C:18]([OH:20])=[O:19])[CH:7]=[CH:6][C:5]2=1.[CH3:21][C:22]1[C:26](B(O)O)=[C:25]([CH3:30])[O:24][N:23]=1.C([O-])([O-])=O.[K+].[K+], predict the reaction product. The product is: [C:15]([C:13]1[CH:14]=[C:2]([C:26]2[C:22]([CH3:21])=[N:23][O:24][C:25]=2[CH3:30])[CH:3]=[C:4]2[C:12]=1[NH:11][C:10]1[CH:9]=[C:8]([C:18]([OH:20])=[O:19])[CH:7]=[CH:6][C:5]2=1)(=[O:17])[NH2:16]. (7) Given the reactants [Cl:1][C:2]1[CH:7]=[CH:6][C:5]([CH2:8][C:9]2[C:18]3[C:13](=[CH:14][CH:15]=[CH:16][CH:17]=3)[C:12](=[O:19])[N:11]([CH2:20][C@H:21]3[CH2:25][CH2:24][CH2:23][NH:22]3)[N:10]=2)=[CH:4][CH:3]=1.Br[CH2:27][CH2:28][CH2:29][C:30]([O:32][CH2:33][CH3:34])=[O:31].C(=O)([O-])[O-].[K+].[K+].CO, predict the reaction product. The product is: [NH3:10].[Cl:1][C:2]1[CH:7]=[CH:6][C:5]([CH2:8][C:9]2[C:18]3[C:13](=[CH:14][CH:15]=[CH:16][CH:17]=3)[C:12](=[O:19])[N:11]([CH2:20][C@H:21]3[CH2:25][CH2:24][CH2:23][N:22]3[CH2:27][CH2:28][CH2:29][C:30]([O:32][CH2:33][CH3:34])=[O:31])[N:10]=2)=[CH:4][CH:3]=1. (8) The product is: [C:18]([O:22][C:23]([NH:25][C:26]([NH:29][C:30]([C:32]1[C:37]([NH2:38])=[N:36][C:35]([NH2:39])=[C:34]([Cl:40])[N:33]=1)=[O:31])=[N:16][CH2:15][CH2:14][CH2:13][CH2:12][C:9]1[CH:10]=[CH:11][C:6]([O:5][CH2:4][CH2:3][N:2]([CH3:1])[CH3:17])=[CH:7][CH:8]=1)=[O:24])([CH3:21])([CH3:19])[CH3:20]. Given the reactants [CH3:1][N:2]([CH3:17])[CH2:3][CH2:4][O:5][C:6]1[CH:11]=[CH:10][C:9]([CH2:12][CH2:13][CH2:14][CH2:15][NH2:16])=[CH:8][CH:7]=1.[C:18]([O:22][C:23]([NH:25][C:26](=[N:29][C:30]([C:32]1[C:37]([NH2:38])=[N:36][C:35]([NH2:39])=[C:34]([Cl:40])[N:33]=1)=[O:31])SC)=[O:24])([CH3:21])([CH3:20])[CH3:19], predict the reaction product. (9) Given the reactants [F:1][C:2]([F:29])([CH2:21][O:22][C:23]1[CH:28]=[CH:27][CH:26]=[CH:25][CH:24]=1)/[CH:3]=[CH:4]/[C@H:5]1[C@H:9]([OH:10])[CH2:8][C@H:7]([OH:11])[C@@H:6]1[CH2:12]/[CH:13]=[CH:14]\[CH2:15][CH2:16][CH2:17][C:18]([OH:20])=[O:19].C([O-])([O-])=O.[K+].[K+].I[CH:37]([CH3:39])[CH3:38].O, predict the reaction product. The product is: [F:1][C:2]([F:29])([CH2:21][O:22][C:23]1[CH:24]=[CH:25][CH:26]=[CH:27][CH:28]=1)/[CH:3]=[CH:4]/[C@H:5]1[C@H:9]([OH:10])[CH2:8][C@H:7]([OH:11])[C@@H:6]1[CH2:12]/[CH:13]=[CH:14]\[CH2:15][CH2:16][CH2:17][C:18]([O:20][CH:37]([CH3:39])[CH3:38])=[O:19]. (10) The product is: [CH3:42][O:41][C:39]1[CH:40]=[C:35]([CH:36]=[C:37]([O:44][CH3:45])[C:38]=1[CH3:43])[C:34]([N:24]([CH2:23][C:20]1[S:21][CH:22]=[C:18]([C:16]([NH:15][S:12]([N:9]2[CH2:10][CH2:11][CH:7]([OH:6])[CH2:8]2)(=[O:14])=[O:13])=[O:17])[N:19]=1)[CH2:25][CH2:26][CH2:27][C:28]1[CH:29]=[CH:30][CH:31]=[CH:32][CH:33]=1)=[O:46]. Given the reactants C([Si](C)(C)[O:6][CH:7]1[CH2:11][CH2:10][N:9]([S:12]([NH:15][C:16]([C:18]2[N:19]=[C:20]([CH2:23][N:24]([C:34](=[O:46])[C:35]3[CH:40]=[C:39]([O:41][CH3:42])[C:38]([CH3:43])=[C:37]([O:44][CH3:45])[CH:36]=3)[CH2:25][CH2:26][CH2:27][C:28]3[CH:33]=[CH:32][CH:31]=[CH:30][CH:29]=3)[S:21][CH:22]=2)=[O:17])(=[O:14])=[O:13])[CH2:8]1)(C)(C)C.CCCC[N+](CCCC)(CCCC)CCCC.[F-].C1COCC1, predict the reaction product.